Dataset: NCI-60 drug combinations with 297,098 pairs across 59 cell lines. Task: Regression. Given two drug SMILES strings and cell line genomic features, predict the synergy score measuring deviation from expected non-interaction effect. Drug 1: CC(C1=C(C=CC(=C1Cl)F)Cl)OC2=C(N=CC(=C2)C3=CN(N=C3)C4CCNCC4)N. Drug 2: C(=O)(N)NO. Cell line: UO-31. Synergy scores: CSS=5.48, Synergy_ZIP=-2.28, Synergy_Bliss=-2.52, Synergy_Loewe=-0.614, Synergy_HSA=-0.313.